From a dataset of Reaction yield outcomes from USPTO patents with 853,638 reactions. Predict the reaction yield, written as a fraction of the theoretical maximum amount of product (1.0 means a 100% yield; for example, 0.34 means a 34% yield). (1) The reactants are [CH2:1]([O:3][C:4]([C:6]1[O:7][C:8]2[CH:15]=[CH:14][CH:13]=[C:12]([NH:16][S:17]([CH2:20][CH2:21][CH2:22]Cl)(=[O:19])=[O:18])[C:9]=2[C:10]=1[CH3:11])=[O:5])[CH3:2].[H-].[Na+]. The catalyst is C1COCC1. The product is [CH2:1]([O:3][C:4]([C:6]1[O:7][C:8]2[CH:15]=[CH:14][CH:13]=[C:12]([N:16]3[CH2:22][CH2:21][CH2:20][S:17]3(=[O:19])=[O:18])[C:9]=2[C:10]=1[CH3:11])=[O:5])[CH3:2]. The yield is 0.640. (2) The reactants are [C:1]([C:5]1[C:13]2[C:8](=[CH:9][C:10]([N+:14]([O-])=O)=[CH:11][CH:12]=2)[NH:7][CH:6]=1)([CH3:4])([CH3:3])[CH3:2]. The catalyst is [Ni]. The product is [C:1]([C:5]1[C:13]2[C:8](=[CH:9][C:10]([NH2:14])=[CH:11][CH:12]=2)[NH:7][CH:6]=1)([CH3:4])([CH3:2])[CH3:3]. The yield is 0.770.